From a dataset of Forward reaction prediction with 1.9M reactions from USPTO patents (1976-2016). Predict the product of the given reaction. Given the reactants ClC1C=CC=CC=1CN1C(=O)C(CCCN2CCN(C)CC2)=CC(C2C=CC(F)=C(C)C=2)=N1.[F:34][C:35]1[CH:40]=[CH:39][C:38]([C:41]2[CH:42]=[C:43]([C:48]([O:50]C)=[O:49])[C:44](=[O:47])[NH:45][N:46]=2)=[CH:37][C:36]=1[CH3:52].CS(O[CH2:58][CH2:59][C:60]1[CH:65]=[CH:64][C:63]([Cl:66])=[CH:62][CH:61]=1)(=O)=O.FC1C=C(F)C=CC=1C1C=C(COS(C)(=O)=O)C(=O)N(CC(C)C)N=1, predict the reaction product. The product is: [C:48]([C:43]1[C:44](=[O:47])[N:45]([CH2:58][CH2:59][C:60]2[CH:65]=[CH:64][C:63]([Cl:66])=[CH:62][CH:61]=2)[N:46]=[C:41]([C:38]2[CH:39]=[CH:40][C:35]([F:34])=[C:36]([CH3:52])[CH:37]=2)[CH:42]=1)([OH:50])=[O:49].